From a dataset of Reaction yield outcomes from USPTO patents with 853,638 reactions. Predict the reaction yield, written as a fraction of the theoretical maximum amount of product (1.0 means a 100% yield; for example, 0.34 means a 34% yield). (1) The reactants are [F:1][C:2]([F:29])([C:25]([F:28])([F:27])[F:26])[C:3]([F:24])([F:23])[C:4]([P:7]([C:10]([F:22])([F:21])[C:11]([F:20])([F:19])[C:12]([F:18])([F:17])[C:13]([F:16])([F:15])[F:14])(=O)[OH:8])([F:6])[F:5].C1(P(Cl)(Cl)(Cl)[Cl:37])C=CC=CC=1. The catalyst is C(Cl)(Cl)Cl. The product is [F:1][C:2]([F:29])([C:25]([F:28])([F:27])[F:26])[C:3]([F:24])([F:23])[C:4]([P:7]([Cl:37])([C:10]([F:22])([F:21])[C:11]([F:20])([F:19])[C:12]([F:18])([F:17])[C:13]([F:16])([F:15])[F:14])=[O:8])([F:6])[F:5]. The yield is 0.630. (2) The reactants are [Si:1]([O:8][C@@H:9]([C:25]1[CH:30]=[CH:29][CH:28]=[CH:27][C:26]=1[C:31]1[CH:36]=[CH:35][C:34]([Cl:37])=[CH:33][CH:32]=1)[CH:10]1[CH2:15][CH2:14][N:13]([C:16]2[CH:24]=[CH:23][C:19]([C:20](O)=[O:21])=[CH:18][CH:17]=2)[CH2:12][CH2:11]1)([C:4]([CH3:7])([CH3:6])[CH3:5])([CH3:3])[CH3:2].[CH2:38]([N:40]([CH2:43][C@H:44]1[N:49]([CH2:50][CH2:51][C@@H:52]([NH:61][C:62]2[CH:67]=[CH:66][C:65]([S:68]([NH2:71])(=[O:70])=[O:69])=[CH:64][C:63]=2[S:72]([C:75]([F:78])([F:77])[F:76])(=[O:74])=[O:73])[CH2:53][S:54][C:55]2[CH:60]=[CH:59][CH:58]=[CH:57][CH:56]=2)[CH2:48][CH2:47][O:46][CH2:45]1)[CH2:41][CH3:42])[CH3:39]. The product is [Si:1]([O:8][C@@H:9]([C:25]1[CH:30]=[CH:29][CH:28]=[CH:27][C:26]=1[C:31]1[CH:36]=[CH:35][C:34]([Cl:37])=[CH:33][CH:32]=1)[CH:10]1[CH2:15][CH2:14][N:13]([C:16]2[CH:24]=[CH:23][C:19]([C:20]([NH:71][S:68]([C:65]3[CH:66]=[CH:67][C:62]([NH:61][C@H:52]([CH2:51][CH2:50][N:49]4[CH2:48][CH2:47][O:46][CH2:45][C@H:44]4[CH2:43][N:40]([CH2:41][CH3:42])[CH2:38][CH3:39])[CH2:53][S:54][C:55]4[CH:56]=[CH:57][CH:58]=[CH:59][CH:60]=4)=[C:63]([S:72]([C:75]([F:76])([F:78])[F:77])(=[O:74])=[O:73])[CH:64]=3)(=[O:69])=[O:70])=[O:21])=[CH:18][CH:17]=2)[CH2:12][CH2:11]1)([C:4]([CH3:7])([CH3:6])[CH3:5])([CH3:3])[CH3:2]. The yield is 0.550. No catalyst specified.